Dataset: Full USPTO retrosynthesis dataset with 1.9M reactions from patents (1976-2016). Task: Predict the reactants needed to synthesize the given product. (1) The reactants are: [F:1][C:2]1[CH:3]=[C:4]2[C:9](=[N:10][CH:11]=1)[N:8]=[C:7]([C:12]([F:15])([F:14])[F:13])[C:6]([C:16]([O:18]CC)=[O:17])=[CH:5]2.O.[OH-].[Li+]. Given the product [F:1][C:2]1[CH:3]=[C:4]2[C:9](=[N:10][CH:11]=1)[N:8]=[C:7]([C:12]([F:15])([F:14])[F:13])[C:6]([C:16]([OH:18])=[O:17])=[CH:5]2, predict the reactants needed to synthesize it. (2) Given the product [I:1][C:2]1[C:3]2([CH2:4][CH2:5][C:6]([CH3:9])([CH3:8])[CH:7]=1)[O:13][CH2:12][CH2:11][O:10]2, predict the reactants needed to synthesize it. The reactants are: [I:1][C:2]1[C:3](=[O:10])[CH2:4][CH2:5][C:6]([CH3:9])([CH3:8])[CH:7]=1.[CH2:11](O)[CH2:12][OH:13]. (3) Given the product [Si:1]([O:8][CH2:9][C@@H:10]1[C@@H:14]([C:15]2[CH:20]=[CH:19][CH:18]=[CH:17][CH:16]=2)[CH2:13][N:12]([C:28]([O:30][C:31]2[CH:32]=[CH:33][C:34]([C:35]([O:37][CH3:38])=[O:36])=[CH:39][CH:40]=2)=[O:29])[CH2:11]1)([C:4]([CH3:7])([CH3:6])[CH3:5])([CH3:3])[CH3:2], predict the reactants needed to synthesize it. The reactants are: [Si:1]([O:8][CH2:9][C@@H:10]1[C@@H:14]([C:15]2[CH:20]=[CH:19][CH:18]=[CH:17][CH:16]=2)[CH2:13][NH:12][CH2:11]1)([C:4]([CH3:7])([CH3:6])[CH3:5])([CH3:3])[CH3:2].N1C=CC=CC=1.Cl[C:28]([O:30][C:31]1[CH:40]=[CH:39][C:34]([C:35]([O:37][CH3:38])=[O:36])=[CH:33][CH:32]=1)=[O:29]. (4) Given the product [CH3:42][O:41][C:37]1[CH:36]=[C:30]([CH:29]=[C:28]([O:27][CH3:26])[C:38]=1[O:39][CH3:40])[CH:31]=[CH:32][C:33]([N:23]1[CH2:24][CH2:25][N:20]([CH2:19][C:17]2[CH:16]=[CH:15][N:14]=[C:13]([C:5]3[CH:6]=[C:7]([O:11][CH3:12])[C:8]([O:9][CH3:10])=[C:3]([O:2][CH3:1])[CH:4]=3)[CH:18]=2)[CH2:21][CH2:22]1)=[O:34], predict the reactants needed to synthesize it. The reactants are: [CH3:1][O:2][C:3]1[CH:4]=[C:5]([C:13]2[CH:18]=[C:17]([CH2:19][N:20]3[CH2:25][CH2:24][NH:23][CH2:22][CH2:21]3)[CH:16]=[CH:15][N:14]=2)[CH:6]=[C:7]([O:11][CH3:12])[C:8]=1[O:9][CH3:10].[CH3:26][O:27][C:28]1[CH:29]=[C:30]([CH:36]=[C:37]([O:41][CH3:42])[C:38]=1[O:39][CH3:40])[CH:31]=[CH:32][C:33](O)=[O:34]. (5) Given the product [CH:1]1([S:4]([C:7]2[CH:15]=[CH:14][CH:13]=[C:12]3[C:8]=2[CH:9]=[N:10][N:11]3[CH:16]([CH2:21][CH:22]2[CH2:23][CH2:24][O:25][CH2:26][CH2:27]2)[C:17](=[O:20])[CH2:18][CH2:19][C:40]([C:37]2[CH:36]=[CH:35][C:34]([CH:29]([OH:28])[C:30]([OH:33])([CH3:31])[CH3:32])=[CH:39][N:38]=2)=[O:41])(=[O:6])=[O:5])[CH2:3][CH2:2]1, predict the reactants needed to synthesize it. The reactants are: [CH:1]1([S:4]([C:7]2[CH:15]=[CH:14][CH:13]=[C:12]3[C:8]=2[CH:9]=[N:10][N:11]3[CH:16]([CH2:21][CH:22]2[CH2:27][CH2:26][O:25][CH2:24][CH2:23]2)[C:17](=[O:20])[CH:18]=[CH2:19])(=[O:6])=[O:5])[CH2:3][CH2:2]1.[OH:28][CH:29]([C:34]1[CH:35]=[CH:36][C:37]([CH:40]=[O:41])=[N:38][CH:39]=1)[C:30]([OH:33])([CH3:32])[CH3:31].C(N(CC)CC)C.O1CCCC1.